Dataset: Reaction yield outcomes from USPTO patents with 853,638 reactions. Task: Predict the reaction yield, written as a fraction of the theoretical maximum amount of product (1.0 means a 100% yield; for example, 0.34 means a 34% yield). The reactants are [N:1]1[CH:6]=[CH:5][C:4]([C:7]2[CH:24]=[CH:23][C:10]3[CH2:11][CH2:12][N:13](C(OC(C)(C)C)=O)[CH2:14][CH2:15][C:9]=3[CH:8]=2)=[CH:3][CH:2]=1.Cl. The catalyst is ClCCl.O1CCOCC1.C(OCC)(=O)C. The product is [N:1]1[CH:6]=[CH:5][C:4]([C:7]2[CH:24]=[CH:23][C:10]3[CH2:11][CH2:12][NH:13][CH2:14][CH2:15][C:9]=3[CH:8]=2)=[CH:3][CH:2]=1. The yield is 0.660.